This data is from Forward reaction prediction with 1.9M reactions from USPTO patents (1976-2016). The task is: Predict the product of the given reaction. (1) Given the reactants [C:1]([O:5][C:6]([N:8]1[C:16]2[CH:15]=[CH:14][N:13]=[CH:12][C:11]=2[CH:10]=[CH:9]1)=[O:7])([CH3:4])([CH3:3])[CH3:2].C(O[C:20](=O)[C:21](C)([CH3:36])[CH2:22][CH2:23][CH2:24][CH2:25][CH2:26][CH:27]([Br:35])[C:28]1[CH:33]=[CH:32][CH:31]=[CH:30][C:29]=1[Cl:34])C, predict the reaction product. The product is: [Br-:35].[C:1]([O:5][C:6]([N:8]1[C:16]2[CH:15]=[CH:14][N+:13]([CH:27]([C:28]3[CH:33]=[CH:32][CH:31]=[CH:30][C:29]=3[Cl:34])[CH2:26][CH2:25][CH2:24][CH2:23][CH2:22][CH:21]([CH3:20])[CH3:36])=[CH:12][C:11]=2[CH:10]=[CH:9]1)=[O:7])([CH3:4])([CH3:2])[CH3:3]. (2) Given the reactants [NH2:1][C:2]1[N:11]=[CH:10][C:9]2[C:8]([NH:12][C:13]3[CH:18]=[CH:17][CH:16]=[C:15]([Br:19])[CH:14]=3)=[N:7][CH:6]=[N:5][C:4]=2[CH:3]=1.CCN(CC)CC.[C:27](Cl)(=[O:30])[CH:28]=[CH2:29], predict the reaction product. The product is: [Br:19][C:15]1[CH:14]=[C:13]([NH:12][C:8]2[C:9]3[CH:10]=[N:11][C:2]([NH:1][C:27](=[O:30])[CH:28]=[CH2:29])=[CH:3][C:4]=3[N:5]=[CH:6][N:7]=2)[CH:18]=[CH:17][CH:16]=1. (3) Given the reactants [CH3:1][N:2]([CH3:20])[CH:3]1[CH2:7][CH2:6][N:5]([C:8]2[O:9][C:10]3[CH:16]=[CH:15][C:14]([N+:17]([O-])=O)=[CH:13][C:11]=3[N:12]=2)[CH2:4]1, predict the reaction product. The product is: [CH3:1][N:2]([CH3:20])[CH:3]1[CH2:7][CH2:6][N:5]([C:8]2[O:9][C:10]3[CH:16]=[CH:15][C:14]([NH2:17])=[CH:13][C:11]=3[N:12]=2)[CH2:4]1.